Dataset: NCI-60 drug combinations with 297,098 pairs across 59 cell lines. Task: Regression. Given two drug SMILES strings and cell line genomic features, predict the synergy score measuring deviation from expected non-interaction effect. (1) Drug 1: CNC(=O)C1=CC=CC=C1SC2=CC3=C(C=C2)C(=NN3)C=CC4=CC=CC=N4. Drug 2: CC1CCC2CC(C(=CC=CC=CC(CC(C(=O)C(C(C(=CC(C(=O)CC(OC(=O)C3CCCCN3C(=O)C(=O)C1(O2)O)C(C)CC4CCC(C(C4)OC)O)C)C)O)OC)C)C)C)OC. Cell line: M14. Synergy scores: CSS=8.18, Synergy_ZIP=-2.40, Synergy_Bliss=-0.386, Synergy_Loewe=-12.4, Synergy_HSA=-3.99. (2) Drug 1: C1=NNC2=C1C(=O)NC=N2. Drug 2: CC1CCCC2(C(O2)CC(NC(=O)CC(C(C(=O)C(C1O)C)(C)C)O)C(=CC3=CSC(=N3)C)C)C. Cell line: M14. Synergy scores: CSS=44.5, Synergy_ZIP=1.59, Synergy_Bliss=0.764, Synergy_Loewe=-17.5, Synergy_HSA=0.625. (3) Drug 1: CC1=C(N=C(N=C1N)C(CC(=O)N)NCC(C(=O)N)N)C(=O)NC(C(C2=CN=CN2)OC3C(C(C(C(O3)CO)O)O)OC4C(C(C(C(O4)CO)O)OC(=O)N)O)C(=O)NC(C)C(C(C)C(=O)NC(C(C)O)C(=O)NCCC5=NC(=CS5)C6=NC(=CS6)C(=O)NCCC[S+](C)C)O. Drug 2: CN1C2=C(C=C(C=C2)N(CCCl)CCCl)N=C1CCCC(=O)O.Cl. Cell line: CAKI-1. Synergy scores: CSS=31.7, Synergy_ZIP=-3.06, Synergy_Bliss=-3.95, Synergy_Loewe=-23.6, Synergy_HSA=-1.95. (4) Drug 1: COC1=CC(=CC(=C1O)OC)C2C3C(COC3=O)C(C4=CC5=C(C=C24)OCO5)OC6C(C(C7C(O6)COC(O7)C8=CC=CS8)O)O. Drug 2: C1=NC2=C(N=C(N=C2N1C3C(C(C(O3)CO)O)O)F)N. Cell line: T-47D. Synergy scores: CSS=31.7, Synergy_ZIP=-9.72, Synergy_Bliss=-3.77, Synergy_Loewe=-40.4, Synergy_HSA=-3.90. (5) Drug 1: CCC1(CC2CC(C3=C(CCN(C2)C1)C4=CC=CC=C4N3)(C5=C(C=C6C(=C5)C78CCN9C7C(C=CC9)(C(C(C8N6C=O)(C(=O)OC)O)OC(=O)C)CC)OC)C(=O)OC)O.OS(=O)(=O)O. Cell line: NCIH23. Synergy scores: CSS=-0.960, Synergy_ZIP=0.116, Synergy_Bliss=-0.866, Synergy_Loewe=-26.2, Synergy_HSA=-3.29. Drug 2: C1C(C(OC1N2C=NC3=C2NC=NCC3O)CO)O. (6) Drug 1: CC1OCC2C(O1)C(C(C(O2)OC3C4COC(=O)C4C(C5=CC6=C(C=C35)OCO6)C7=CC(=C(C(=C7)OC)O)OC)O)O. Drug 2: CCC1(CC2CC(C3=C(CCN(C2)C1)C4=CC=CC=C4N3)(C5=C(C=C6C(=C5)C78CCN9C7C(C=CC9)(C(C(C8N6C=O)(C(=O)OC)O)OC(=O)C)CC)OC)C(=O)OC)O.OS(=O)(=O)O. Cell line: MCF7. Synergy scores: CSS=46.7, Synergy_ZIP=-4.76, Synergy_Bliss=-0.626, Synergy_Loewe=0.827, Synergy_HSA=1.46.